From a dataset of Full USPTO retrosynthesis dataset with 1.9M reactions from patents (1976-2016). Predict the reactants needed to synthesize the given product. Given the product [Cl:14][C:4]1[CH:3]=[C:2]([C:17]2[CH:16]=[N:15][CH:20]=[CH:19][CH:18]=2)[C:7]([CH3:8])=[CH:6][C:5]=1[CH2:9][C:10]([O:12][CH3:13])=[O:11], predict the reactants needed to synthesize it. The reactants are: Br[C:2]1[C:7]([CH3:8])=[CH:6][C:5]([CH2:9][C:10]([O:12][CH3:13])=[O:11])=[C:4]([Cl:14])[CH:3]=1.[N:15]1[CH:20]=[CH:19][CH:18]=[C:17](B(O)O)[CH:16]=1.C([O-])([O-])=O.[K+].[K+].O.